Dataset: Forward reaction prediction with 1.9M reactions from USPTO patents (1976-2016). Task: Predict the product of the given reaction. (1) Given the reactants Cl[CH2:2][C:3]([N:5]1[CH2:9][CH2:8][CH2:7][CH2:6]1)=[O:4], predict the reaction product. The product is: [CH:3](=[O:4])[CH3:2].[N:5]1([C:3](=[O:4])[CH3:2])[CH2:9][CH2:8][CH2:7][CH2:6]1. (2) Given the reactants [Cl:1][C:2]1[N:3]=[C:4]([C:9]2[CH:14]=[CH:13][C:12]([Cl:15])=[CH:11][C:10]=2[Cl:16])[C:5]([NH2:8])=[N:6][CH:7]=1.Cl[CH:18]([C:23](=O)[CH2:24][CH3:25])[C:19]([O:21][CH3:22])=[O:20], predict the reaction product. The product is: [CH3:22][O:21][C:19]([C:18]1[N:6]2[CH:7]=[C:2]([Cl:1])[N:3]=[C:4]([C:9]3[CH:14]=[CH:13][C:12]([Cl:15])=[CH:11][C:10]=3[Cl:16])[C:5]2=[N:8][C:23]=1[CH2:24][CH3:25])=[O:20]. (3) Given the reactants [O:1]1[C:5]2[CH:6]=[CH:7][C:8]([C:10](=O)[CH2:11][C:12]#[N:13])=[CH:9][C:4]=2[O:3][CH2:2]1.[H-].[Na+].CI.[N+]([O-])(O)=O.[NH2:23][C:24]([NH2:26])=[NH:25].[CH3:27][S:28]([CH3:30])=O, predict the reaction product. The product is: [NH2:25][C:24]1[N:26]=[C:10]([C:8]2[CH:7]=[CH:6][C:5]3[O:1][CH2:2][O:3][C:4]=3[CH:9]=2)[C:11]([C:12]#[N:13])=[C:27]([S:28][CH3:30])[N:23]=1. (4) Given the reactants [Cl:1][C:2]1[CH:7]=[CH:6][C:5]([C:8]#[C:9][CH2:10][CH2:11][CH2:12][C:13]2([S:20]([C:23]3[CH:28]=[CH:27][C:26]([O:29][CH3:30])=[CH:25][CH:24]=3)(=[O:22])=[O:21])[S:17][C:16](=[O:18])[NH:15][C:14]2=[O:19])=[CH:4][CH:3]=1.[H-].[Na+].[CH3:33]I, predict the reaction product. The product is: [Cl:1][C:2]1[CH:7]=[CH:6][C:5]([C:8]#[C:9][CH2:10][CH2:11][CH2:12][C:13]2([S:20]([C:23]3[CH:24]=[CH:25][C:26]([O:29][CH3:30])=[CH:27][CH:28]=3)(=[O:22])=[O:21])[S:17][C:16](=[O:18])[N:15]([CH3:33])[C:14]2=[O:19])=[CH:4][CH:3]=1.